From a dataset of Catalyst prediction with 721,799 reactions and 888 catalyst types from USPTO. Predict which catalyst facilitates the given reaction. (1) Reactant: [C:1](N1[C@H](C2C=CC=CC=2)[C@H](C2C=CC=CC=2)OC1=O)(=O)[CH3:2].C[Si]([N-][Si](C)(C)C)(C)C.[Li+].[CH2:32]([O:39][CH2:40][C:41]1[C:42]([O:51][CH3:52])=[N:43][CH:44]=[CH:45][C:46]=1[C:47](=[O:50])[CH2:48][CH3:49])[C:33]1[CH:38]=[CH:37][CH:36]=[CH:35][CH:34]=1.[Li+].[OH-:54].[OH:55]O. Product: [CH2:32]([O:39][CH2:40][C:41]1[C:42]([O:51][CH3:52])=[N:43][CH:44]=[CH:45][C:46]=1[C@@:47]([OH:50])([CH2:1][CH3:2])[CH2:48][C:49]([OH:55])=[O:54])[C:33]1[CH:34]=[CH:35][CH:36]=[CH:37][CH:38]=1. The catalyst class is: 1. (2) Reactant: FC(F)(F)C(O)=O.[Cl:8][C:9]1[C:10]([F:39])=[C:11]([CH:15]2[C:19]([C:22]3[CH:27]=[CH:26][C:25]([Cl:28])=[CH:24][C:23]=3[O:29][CH3:30])([C:20]#[N:21])[CH:18]([CH2:31][C:32]([CH3:35])([CH3:34])[CH3:33])[NH:17][CH:16]2[C:36]([OH:38])=O)[CH:12]=[CH:13][CH:14]=1.CC1(C)[O:45][C@@H:44]([CH2:46][CH2:47][NH2:48])[CH2:43][O:42]1.CN(C(ON1N=NC2C=CC=NC1=2)=[N+](C)C)C.F[P-](F)(F)(F)(F)F.CCN(C(C)C)C(C)C.Cl. Product: [OH:45][C@H:44]([CH2:43][OH:42])[CH2:46][CH2:47][NH:48][C:36]([CH:16]1[CH:15]([C:11]2[CH:12]=[CH:13][CH:14]=[C:9]([Cl:8])[C:10]=2[F:39])[C:19]([C:22]2[CH:27]=[CH:26][C:25]([Cl:28])=[CH:24][C:23]=2[O:29][CH3:30])([C:20]#[N:21])[CH:18]([CH2:31][C:32]([CH3:34])([CH3:33])[CH3:35])[NH:17]1)=[O:38]. The catalyst class is: 539. (3) Reactant: [NH2:1][N:2]1[C:10]2[C:6]([N:7]3[N:13]([CH3:14])[C:12](=[O:15])[NH:11][CH:8]3[N:9]=2)=[C:5]([C:16]2[O:17][CH:18]=[CH:19][CH:20]=2)[N:4]=[CH:3]1.CN(C=O)C.C(=O)([O-])[O-].[K+].[K+].CS(O[CH2:37][CH:38]1[CH2:42][CH2:41][N:40]([C:43]2[CH:48]=[CH:47][C:46]([O:49][CH3:50])=[CH:45][CH:44]=2)[CH2:39]1)(=O)=O. Product: [NH2:1][N:2]1[C:10]2[C:6]([N:7]3[N:13]([CH3:14])[C:12](=[O:15])[N:11]([CH2:37][CH:38]4[CH2:42][CH2:41][N:40]([C:43]5[CH:48]=[CH:47][C:46]([O:49][CH3:50])=[CH:45][CH:44]=5)[CH2:39]4)[CH:8]3[N:9]=2)=[C:5]([C:16]2[O:17][CH:18]=[CH:19][CH:20]=2)[N:4]=[CH:3]1. The catalyst class is: 6. (4) Reactant: [NH2:1][C:2]1[CH:7]=[C:6]([Br:8])[N:5]=[CH:4][C:3]=1/[CH:9]=[CH:10]/[C:11]([O:13]CC)=O.C[S-].[Na+].IC. Product: [Br:8][C:6]1[CH:7]=[C:2]2[C:3]([CH:9]=[CH:10][C:11](=[O:13])[NH:1]2)=[CH:4][N:5]=1. The catalyst class is: 40. (5) Reactant: [Br:1][C:2]1[CH:10]=[CH:9][CH:8]=[C:7]2[C:3]=1[CH:4]=[CH:5][NH:6]2.[H-].[Na+].I[CH3:14]. Product: [Br:1][C:2]1[CH:10]=[CH:9][CH:8]=[C:7]2[C:3]=1[CH:4]=[CH:5][N:6]2[CH3:14]. The catalyst class is: 7.